Predict the reaction yield, written as a fraction of the theoretical maximum amount of product (1.0 means a 100% yield; for example, 0.34 means a 34% yield). From a dataset of Reaction yield outcomes from USPTO patents with 853,638 reactions. (1) The reactants are O[C:2]1[C:7]([CH3:8])=[N:6][N:5]([CH3:9])[C:4](=[O:10])[CH:3]=1.O=P(Cl)(Cl)[Cl:13]. No catalyst specified. The product is [Cl:13][C:2]1[C:7]([CH3:8])=[N:6][N:5]([CH3:9])[C:4](=[O:10])[CH:3]=1. The yield is 0.700. (2) The reactants are [CH3:1][C:2]1[N:3]=[CH:4][NH:5][CH:6]=1.[CH2:7](Br)[CH:8]=[CH2:9].C(N(CC)C(C)C)(C)C. The catalyst is CN(C=O)C. The product is [CH2:9]([N:5]1[CH:6]=[C:2]([CH3:1])[N:3]=[CH:4]1)[CH:8]=[CH2:7]. The yield is 0.400.